Regression. Given two drug SMILES strings and cell line genomic features, predict the synergy score measuring deviation from expected non-interaction effect. From a dataset of NCI-60 drug combinations with 297,098 pairs across 59 cell lines. (1) Drug 1: C1=CC(=C2C(=C1NCCNCCO)C(=O)C3=C(C=CC(=C3C2=O)O)O)NCCNCCO. Drug 2: C1=CC(=CC=C1CCCC(=O)O)N(CCCl)CCCl. Cell line: SR. Synergy scores: CSS=95.0, Synergy_ZIP=4.95, Synergy_Bliss=4.73, Synergy_Loewe=4.29, Synergy_HSA=7.15. (2) Cell line: SK-OV-3. Synergy scores: CSS=12.4, Synergy_ZIP=2.48, Synergy_Bliss=4.73, Synergy_Loewe=-5.54, Synergy_HSA=-0.934. Drug 2: C1=C(C(=O)NC(=O)N1)F. Drug 1: CC12CCC3C(C1CCC2NC(=O)OCC(F)(F)F)CCC4C3(C=CC(=O)N4C)C.